Dataset: Forward reaction prediction with 1.9M reactions from USPTO patents (1976-2016). Task: Predict the product of the given reaction. (1) Given the reactants COC1C=CC(C[N:8](CC2C=CC(OC)=CC=2)[C:9]2[N:14]=[C:13]([C:15]3([NH:18][C:19]([C:21]4([NH:24][C:25]([C:27]5[N:31]6[C@:32]([CH3:56])([CH2:44][C:45]7[CH:50]=[CH:49][C:48]([O:51][C:52]([F:55])([F:54])[F:53])=[CH:47][CH:46]=7)[C:33](=[O:43])[N:34]([C:35]7[CH:40]=[C:39]([Cl:41])[CH:38]=[C:37]([Cl:42])[CH:36]=7)[C:30]6=[N:29][CH:28]=5)=[O:26])[CH2:23][CH2:22]4)=[O:20])[CH2:17][CH2:16]3)[CH:12]=[CH:11][CH:10]=2)=CC=1, predict the reaction product. The product is: [NH2:8][C:9]1[N:14]=[C:13]([C:15]2([NH:18][C:19]([C:21]3([NH:24][C:25]([C:27]4[N:31]5[C@:32]([CH3:56])([CH2:44][C:45]6[CH:46]=[CH:47][C:48]([O:51][C:52]([F:53])([F:55])[F:54])=[CH:49][CH:50]=6)[C:33](=[O:43])[N:34]([C:35]6[CH:40]=[C:39]([Cl:41])[CH:38]=[C:37]([Cl:42])[CH:36]=6)[C:30]5=[N:29][CH:28]=4)=[O:26])[CH2:22][CH2:23]3)=[O:20])[CH2:17][CH2:16]2)[CH:12]=[CH:11][CH:10]=1. (2) Given the reactants Cl[C:2]1[N:3]=[CH:4][C:5]([C:8]([N:10]2[CH2:15][CH2:14][C:13]3[NH:16][C:17]([C:19]4[C:27]5[C:22](=[CH:23][C:24]([C:28]6[CH:33]=[C:32]([F:34])[C:31]([OH:35])=[CH:30][C:29]=6[CH2:36][CH3:37])=[CH:25][CH:26]=5)[NH:21][N:20]=4)=[N:18][C:12]=3[CH2:11]2)=[O:9])=[N:6][CH:7]=1.[N:38]1([CH2:43][CH2:44][NH2:45])[CH2:42][CH2:41][CH2:40][CH2:39]1, predict the reaction product. The product is: [CH2:36]([C:29]1[CH:30]=[C:31]([OH:35])[C:32]([F:34])=[CH:33][C:28]=1[C:24]1[CH:23]=[C:22]2[C:27]([C:19]([C:17]3[NH:16][C:13]4[CH2:14][CH2:15][N:10]([C:8]([C:5]5[CH:4]=[N:3][C:2]([NH:45][CH2:44][CH2:43][N:38]6[CH2:42][CH2:41][CH2:40][CH2:39]6)=[CH:7][N:6]=5)=[O:9])[CH2:11][C:12]=4[N:18]=3)=[N:20][NH:21]2)=[CH:26][CH:25]=1)[CH3:37].